Task: Predict the reaction yield, written as a fraction of the theoretical maximum amount of product (1.0 means a 100% yield; for example, 0.34 means a 34% yield).. Dataset: Reaction yield outcomes from USPTO patents with 853,638 reactions The reactants are Cl.[Cl:2][C:3]1[CH:4]=[C:5]2[C:9](=[CH:10][CH:11]=1)[NH:8][CH:7]=[C:6]2[CH2:12][CH2:13][NH2:14].[O:15]=[C:16]1[CH:20]([C:21](O)=[O:22])[CH2:19][CH2:18][N:17]1[C:24]1[CH:25]=[C:26]([CH3:30])[CH:27]=[CH:28][CH:29]=1.[O:15]=[C:16]1[CH:20]([C:21](O)=[O:22])[CH2:19][CH2:18][N:17]1[C:24]1[CH:25]=[C:26]([CH3:30])[CH:27]=[CH:28][CH:29]=1.C1CN([P+](ON2N=NC3C=CC=CC2=3)(N2CCCC2)N2CCCC2)CC1.F[P-](F)(F)(F)(F)F.C(N(CC)C(C)C)(C)C. The catalyst is CN(C=O)C. The product is [Cl:2][C:3]1[CH:4]=[C:5]2[C:9](=[CH:10][CH:11]=1)[NH:8][CH:7]=[C:6]2[CH2:12][CH2:13][NH:14][C:21]([CH:20]1[CH2:19][CH2:18][N:17]([C:24]2[CH:25]=[C:26]([CH3:30])[CH:27]=[CH:28][CH:29]=2)[C:16]1=[O:15])=[O:22]. The yield is 0.440.